From a dataset of Peptide-MHC class II binding affinity with 134,281 pairs from IEDB. Regression. Given a peptide amino acid sequence and an MHC pseudo amino acid sequence, predict their binding affinity value. This is MHC class II binding data. (1) The peptide sequence is RFDTNGDGKISLSEL. The MHC is DRB4_0101 with pseudo-sequence DRB4_0103. The binding affinity (normalized) is 0.544. (2) The peptide sequence is IGPRHPIRALVGDEV. The MHC is DRB1_0901 with pseudo-sequence DRB1_0901. The binding affinity (normalized) is 0.389.